From a dataset of Catalyst prediction with 721,799 reactions and 888 catalyst types from USPTO. Predict which catalyst facilitates the given reaction. Reactant: [NH2:1][C:2]1[C:3]2[N:10]([C:11]3[CH:16]=[CH:15][C:14]([NH2:17])=[C:13]([O:18][CH3:19])[CH:12]=3)[N:9]=[C:8]([CH:20]3[CH2:25][CH2:24][N:23](C(OC(C)(C)C)=O)[CH2:22][CH2:21]3)[C:4]=2[N:5]=[CH:6][N:7]=1.Cl[C:34]([O:36][CH2:37][C:38]1[CH:43]=[CH:42][CH:41]=[CH:40][CH:39]=1)=[O:35].NC1C2N(C3C=CC(NC(C4N(C)C5C(C=4)=CC=CC=5)=O)=C(OC)C=3)N=C(C3CCNCC3)C=2N=CN=1.CO[C@@H]1[C@@H:96]([C:97]([O:99]C)=[O:98])[C@@H]2[C@@H](CN3[C@H](C2)C2NC4C=C(OC)C=CC=4C=2CC3)C[C@H]1[O:99][C:97]([C:96]1C=C(OC)C(OC)=C(OC)C=1)=[O:98]. Product: [C:97]([OH:99])(=[O:98])[CH3:96].[C:97]([OH:99])(=[O:98])[CH3:96].[NH2:1][C:2]1[C:3]2[N:10]([C:11]3[CH:16]=[CH:15][C:14]([NH:17][C:34](=[O:35])[O:36][CH2:37][C:38]4[CH:43]=[CH:42][CH:41]=[CH:40][CH:39]=4)=[C:13]([O:18][CH3:19])[CH:12]=3)[N:9]=[C:8]([CH:20]3[CH2:21][CH2:22][NH:23][CH2:24][CH2:25]3)[C:4]=2[N:5]=[CH:6][N:7]=1. The catalyst class is: 10.